This data is from Catalyst prediction with 721,799 reactions and 888 catalyst types from USPTO. The task is: Predict which catalyst facilitates the given reaction. (1) Reactant: [Al].[Li].[CH3:3][O:4][C:5]1[C:13]2[O:12][C:11]([CH3:15])([CH3:14])[CH2:10][C:9]=2[CH:8]=[C:7]([C:16]([CH3:21])([CH3:20])[C:17]([NH2:19])=O)[CH:6]=1.C(OCC)(=O)C.[C:28]([C:30]1[CH:31]=[C:32]([CH:36]=[CH:37][CH:38]=1)[C:33](O)=[O:34])#[N:29]. Product: [C:28]([C:30]1[CH:31]=[C:32]([CH:36]=[CH:37][CH:38]=1)[C:33]([NH:19][CH2:17][C:16]([C:7]1[CH:6]=[C:5]([O:4][CH3:3])[C:13]2[O:12][C:11]([CH3:15])([CH3:14])[CH2:10][C:9]=2[CH:8]=1)([CH3:21])[CH3:20])=[O:34])#[N:29]. The catalyst class is: 7. (2) Reactant: [OH-].[Na+].[Cl:3][C:4]1[CH:12]=[C:11]2[C:7]([C@@:8]3([C@@H:17]([C:18]4[CH:23]=[CH:22][N:21]=[C:20]([Cl:24])[C:19]=4[F:25])[C@H:16]([C:26]([NH:28][C@H:29]4[CH2:34][O:33][C@H:32]([C:35]([O:37]C)=[O:36])[CH2:31][CH2:30]4)=[O:27])[NH:15][C:14]43[CH2:43][CH2:42][C:41]([CH3:45])([CH3:44])[CH2:40][CH2:39]4)[C:9](=[O:13])[NH:10]2)=[CH:6][CH:5]=1.Cl. Product: [Cl:3][C:4]1[CH:12]=[C:11]2[C:7]([C@@:8]3([C@@H:17]([C:18]4[CH:23]=[CH:22][N:21]=[C:20]([Cl:24])[C:19]=4[F:25])[C@H:16]([C:26]([NH:28][C@H:29]4[CH2:34][O:33][C@H:32]([C:35]([OH:37])=[O:36])[CH2:31][CH2:30]4)=[O:27])[NH:15][C:14]43[CH2:39][CH2:40][C:41]([CH3:45])([CH3:44])[CH2:42][CH2:43]4)[C:9](=[O:13])[NH:10]2)=[CH:6][CH:5]=1. The catalyst class is: 5. (3) Reactant: [OH-].[Na+].[Cl:3][C:4]1[CH:5]=[C:6]([N:15]([CH2:22][CH3:23])[C@H:16]2[C@H:20]([OH:21])[CH2:19][O:18][CH2:17]2)[C:7]([CH3:14])=[C:8]([CH:13]=1)[C:9]([O:11]C)=[O:10]. Product: [Cl:3][C:4]1[CH:5]=[C:6]([N:15]([CH2:22][CH3:23])[C@H:16]2[C@H:20]([OH:21])[CH2:19][O:18][CH2:17]2)[C:7]([CH3:14])=[C:8]([CH:13]=1)[C:9]([OH:11])=[O:10]. The catalyst class is: 14. (4) Reactant: [NH2:1][C:2]1[C:3]([Cl:8])=[N:4][CH:5]=[CH:6][CH:7]=1.[N:9]([O-])=O.[Na+].O.O.[Sn](Cl)Cl.[OH-].[Na+]. Product: [Cl:8][C:3]1[C:2]([NH:1][NH2:9])=[CH:7][CH:6]=[CH:5][N:4]=1. The catalyst class is: 126. (5) Reactant: [F:1][C:2]1[CH:3]=[CH:4][C:5]([NH:8][NH2:9])=[N:6][CH:7]=1.[C:10](OC(OCC)OCC)(=O)C. Product: [F:1][C:2]1[CH:3]=[CH:4][C:5]2[N:6]([CH:10]=[N:9][N:8]=2)[CH:7]=1. The catalyst class is: 244. (6) Reactant: [S:1]1[CH:5]=[N:4][N:3]=[C:2]1[SH:6].[H-].[Na+].[C:9]1([CH:15]([O:22][C:23]([C:25]2[N:26]3[CH:29]([CH2:30][CH2:31][C:32]=2Cl)[C@@H:28]([NH:34][C:35](=[O:65])/[C:36](/[C:58]2[N:59]=[C:60]([NH2:64])[S:61][C:62]=2[Cl:63])=[N:37]\[O:38][C:39]([C:52]2[CH:57]=[CH:56][CH:55]=[CH:54][CH:53]=2)([C:46]2[CH:51]=[CH:50][CH:49]=[CH:48][CH:47]=2)[C:40]2[CH:45]=[CH:44][CH:43]=[CH:42][CH:41]=2)[C:27]3=[O:66])=[O:24])[C:16]2[CH:21]=[CH:20][CH:19]=[CH:18][CH:17]=2)[CH:14]=[CH:13][CH:12]=[CH:11][CH:10]=1. Product: [C:9]1([CH:15]([O:22][C:23]([C:25]2[N:26]3[CH:29]([CH2:30][CH2:31][C:32]=2[S:6][C:2]2[S:1][CH:5]=[N:4][N:3]=2)[C@@H:28]([NH:34][C:35](=[O:65])/[C:36](/[C:58]2[N:59]=[C:60]([NH2:64])[S:61][C:62]=2[Cl:63])=[N:37]\[O:38][C:39]([C:52]2[CH:53]=[CH:54][CH:55]=[CH:56][CH:57]=2)([C:46]2[CH:47]=[CH:48][CH:49]=[CH:50][CH:51]=2)[C:40]2[CH:45]=[CH:44][CH:43]=[CH:42][CH:41]=2)[C:27]3=[O:66])=[O:24])[C:16]2[CH:21]=[CH:20][CH:19]=[CH:18][CH:17]=2)[CH:14]=[CH:13][CH:12]=[CH:11][CH:10]=1. The catalyst class is: 10.